Dataset: TCR-epitope binding with 47,182 pairs between 192 epitopes and 23,139 TCRs. Task: Binary Classification. Given a T-cell receptor sequence (or CDR3 region) and an epitope sequence, predict whether binding occurs between them. The epitope is GLCTLVAML. The TCR CDR3 sequence is CASSQDFRGGYEQYF. Result: 1 (the TCR binds to the epitope).